This data is from Forward reaction prediction with 1.9M reactions from USPTO patents (1976-2016). The task is: Predict the product of the given reaction. (1) Given the reactants [CH2:1]([N:5]1[C:12]2[CH:13]=[CH:14][C:15]([C:17]3[CH:22]=[CH:21][C:20]([O:23][CH2:24][CH2:25][O:26][CH2:27][CH2:28][CH3:29])=[CH:19][CH:18]=3)=[CH:16][C:11]=2[CH:10]=[C:9]([C:30]([O:32]C)=[O:31])[CH2:8][CH2:7][CH2:6]1)[CH:2]([CH3:4])[CH3:3].[OH-].[Na+].Cl, predict the reaction product. The product is: [CH2:1]([N:5]1[C:12]2[CH:13]=[CH:14][C:15]([C:17]3[CH:18]=[CH:19][C:20]([O:23][CH2:24][CH2:25][O:26][CH2:27][CH2:28][CH3:29])=[CH:21][CH:22]=3)=[CH:16][C:11]=2[CH:10]=[C:9]([C:30]([OH:32])=[O:31])[CH2:8][CH2:7][CH2:6]1)[CH:2]([CH3:4])[CH3:3]. (2) Given the reactants [Cl:1]CC(Cl)C.[F:6][C:7]([F:25])([F:24])[C:8]1[CH:13]=[CH:12][CH:11]=[CH:10][C:9]=1[C:14]1[CH:19]=[CH:18][CH:17]=[CH:16][C:15]=1[C:20]([F:23])([F:22])[F:21].ClC1C=CC=CC=1C(F)(F)F, predict the reaction product. The product is: [Cl:1][C:16]1[C:15]([C:20]([F:21])([F:22])[F:23])=[C:14]([C:9]2[CH:10]=[CH:11][CH:12]=[CH:13][C:8]=2[C:7]([F:24])([F:25])[F:6])[CH:19]=[CH:18][CH:17]=1. (3) The product is: [CH3:12][O:13][C:14]1[CH:21]=[CH:20][C:17]([CH2:18][N:19]2[C:8](=[O:10])[CH2:7][CH:2]([C:3]([O:5][CH3:6])=[O:4])[CH2:1]2)=[CH:16][CH:15]=1. Given the reactants [CH2:1]=[C:2]([CH2:7][C:8]([O:10]C)=O)[C:3]([O:5][CH3:6])=[O:4].[CH3:12][O:13][C:14]1[CH:21]=[CH:20][C:17]([CH2:18][NH2:19])=[CH:16][CH:15]=1, predict the reaction product. (4) The product is: [F:16][C:17]([F:46])([F:47])[C:18]1[CH:19]=[C:20]([CH2:28][CH2:29][N:30]([CH3:45])[C:31](=[O:44])[C@@H:32]([N:9]2[CH2:10][CH2:11][CH:6]([N:5]([CH2:4][CH:1]3[CH2:2][CH2:3]3)[CH2:12][CH2:13][CH2:14][OH:15])[CH2:7][CH2:8]2)[C:33]2[CH:38]=[CH:37][CH:36]=[CH:35][CH:34]=2)[CH:21]=[C:22]([C:24]([F:26])([F:27])[F:25])[CH:23]=1. Given the reactants [CH:1]1([CH2:4][N:5]([CH2:12][CH2:13][CH2:14][OH:15])[CH:6]2[CH2:11][CH2:10][NH:9][CH2:8][CH2:7]2)[CH2:3][CH2:2]1.[F:16][C:17]([F:47])([F:46])[C:18]1[CH:19]=[C:20]([CH2:28][CH2:29][N:30]([CH3:45])[C:31](=[O:44])[C@H:32](OS(C)(=O)=O)[C:33]2[CH:38]=[CH:37][CH:36]=[CH:35][CH:34]=2)[CH:21]=[C:22]([C:24]([F:27])([F:26])[F:25])[CH:23]=1.C(N(CC)CC)C, predict the reaction product. (5) Given the reactants Cl[C:2]1[N:7]=[CH:6][N:5]=[C:4]([N:8]2[C:12]([NH2:13])=[N:11][CH:10]=[N:9]2)[CH:3]=1.[CH3:14][NH2:15], predict the reaction product. The product is: [NH2:13][C:12]1[N:8]([C:4]2[N:5]=[CH:6][N:7]=[C:2]([NH:15][CH3:14])[CH:3]=2)[N:9]=[CH:10][N:11]=1. (6) The product is: [F:10][C:11]([F:20])([F:21])[O:12][C:13]1[CH:14]=[C:15]([NH:16][C:2]2[N:7]=[C:6]([NH:16][C:15]3[CH:17]=[CH:18][CH:19]=[C:13]([O:12][C:11]([F:10])([F:20])[F:21])[CH:14]=3)[C:5]([F:9])=[CH:4][N:3]=2)[CH:17]=[CH:18][CH:19]=1. Given the reactants Cl[C:2]1[N:7]=[C:6](Cl)[C:5]([F:9])=[CH:4][N:3]=1.[F:10][C:11]([F:21])([F:20])[O:12][C:13]1[CH:14]=[C:15]([CH:17]=[CH:18][CH:19]=1)[NH2:16], predict the reaction product. (7) Given the reactants [F:1][C:2]1[CH:13]=[CH:12][CH:11]=[C:10]([OH:14])[C:3]=1[C:4]([N:6]([O:8][CH3:9])[CH3:7])=[O:5].[CH3:15][O:16][C:17]1[CH:24]=[CH:23][C:20]([CH2:21]Cl)=[CH:19][CH:18]=1.C(=O)([O-])[O-].[K+].[K+].[I-].[K+], predict the reaction product. The product is: [F:1][C:2]1[CH:13]=[CH:12][CH:11]=[C:10]([O:14][CH2:21][C:20]2[CH:23]=[CH:24][C:17]([O:16][CH3:15])=[CH:18][CH:19]=2)[C:3]=1[C:4]([N:6]([O:8][CH3:9])[CH3:7])=[O:5]. (8) Given the reactants I[C:2]1[N:3]=[CH:4][NH:5][CH:6]=1.[CH:7]([C:9]1[CH:14]=[CH:13][C:12](B(O)O)=[CH:11][CH:10]=1)=[CH2:8].C([O-])([O-])=O.[Na+].[Na+], predict the reaction product. The product is: [CH:7]([C:9]1[CH:14]=[CH:13][C:12]([C:2]2[N:3]=[CH:4][NH:5][CH:6]=2)=[CH:11][CH:10]=1)=[CH2:8].